Dataset: Catalyst prediction with 721,799 reactions and 888 catalyst types from USPTO. Task: Predict which catalyst facilitates the given reaction. (1) Reactant: [F:1][C:2]1[CH:7]=[C:6]([CH3:8])[C:5](B2OC(C)(C)C(C)(C)O2)=[CH:4][C:3]=1[NH:18][C:19]([NH:21][CH2:22][CH2:23][C:24]([O:27][CH3:28])([CH3:26])[CH3:25])=[O:20].FC(F)(F)S(O[C:35]1[C:46]([CH3:47])=[N:45][C:38]2[N:39]=[C:40]([NH:43][CH3:44])[N:41]=[CH:42][C:37]=2[CH:36]=1)(=O)=O.C([O-])(O)=O.[Na+]. Product: [F:1][C:2]1[CH:7]=[C:6]([CH3:8])[C:5]([C:35]2[C:46]([CH3:47])=[N:45][C:38]3[N:39]=[C:40]([NH:43][CH3:44])[N:41]=[CH:42][C:37]=3[CH:36]=2)=[CH:4][C:3]=1[NH:18][C:19]([NH:21][CH2:22][CH2:23][C:24]([O:27][CH3:28])([CH3:25])[CH3:26])=[O:20]. The catalyst class is: 70. (2) Reactant: [C:1]([NH:20][C:21]1[N:25]([CH2:26][CH2:27][O:28][C:29]2[N:34]=[CH:33][C:32]([NH2:35])=[CH:31][CH:30]=2)[N:24]=[CH:23][CH:22]=1)([C:14]1[CH:19]=[CH:18][CH:17]=[CH:16][CH:15]=1)([C:8]1[CH:13]=[CH:12][CH:11]=[CH:10][CH:9]=1)[C:2]1[CH:7]=[CH:6][CH:5]=[CH:4][CH:3]=1.[F:36][C:37]([F:54])([F:53])[C:38]1[CH:43]=[CH:42][C:41]([C:44]2[C:45]([C:50](O)=[O:51])=[CH:46][CH:47]=[CH:48][CH:49]=2)=[CH:40][CH:39]=1.O.ON1C2C=CC=CC=2N=N1.Cl.CN(C)CCCN=C=NCC. Product: [F:36][C:37]([F:53])([F:54])[C:38]1[CH:39]=[CH:40][C:41]([C:44]2[C:45]([C:50]([NH:35][C:32]3[CH:33]=[N:34][C:29]([O:28][CH2:27][CH2:26][N:25]4[C:21]([NH:20][C:1]([C:14]5[CH:19]=[CH:18][CH:17]=[CH:16][CH:15]=5)([C:2]5[CH:3]=[CH:4][CH:5]=[CH:6][CH:7]=5)[C:8]5[CH:9]=[CH:10][CH:11]=[CH:12][CH:13]=5)=[CH:22][CH:23]=[N:24]4)=[CH:30][CH:31]=3)=[O:51])=[CH:46][CH:47]=[CH:48][CH:49]=2)=[CH:42][CH:43]=1. The catalyst class is: 289. (3) Reactant: [CH2:1]([NH:8][C:9]1[CH:10]=[C:11]2[C:16](=[CH:17][CH:18]=1)[C:15](=[O:19])[NH:14][CH2:13][CH2:12]2)[C:2]1[CH:7]=[CH:6][CH:5]=[CH:4][CH:3]=1.N1C=CC=CC=1.[CH3:26][N:27]1[CH:31]=[CH:30][C:29]([S:32](Cl)(=[O:34])=[O:33])=[N:28]1. Product: [CH2:1]([N:8]([C:9]1[CH:10]=[C:11]2[C:16](=[CH:17][CH:18]=1)[C:15](=[O:19])[NH:14][CH2:13][CH2:12]2)[S:32]([C:29]1[CH:30]=[CH:31][N:27]([CH3:26])[N:28]=1)(=[O:34])=[O:33])[C:2]1[CH:3]=[CH:4][CH:5]=[CH:6][CH:7]=1. The catalyst class is: 10. (4) Reactant: [NH2:1][C:2]1[C:10]([CH3:11])=[CH:9][CH:8]=[CH:7][C:3]=1[C:4]([OH:6])=[O:5].C(N(C(C)C)CC)(C)C.Cl[C:22](Cl)([O:24]C(=O)OC(Cl)(Cl)Cl)Cl. Product: [CH3:11][C:10]1[C:2]2[NH:1][C:22](=[O:24])[O:5][C:4](=[O:6])[C:3]=2[CH:7]=[CH:8][CH:9]=1. The catalyst class is: 266. (5) Product: [CH3:10][S:9][C:8]1[S:7][C:6]([C:11]([O:13][CH2:14][CH3:15])=[O:12])=[C:5]2[C:4]=1[C:3]1[N:27]=[C:19]([C:20]3[CH:25]=[CH:24][CH:23]=[CH:22][CH:21]=3)[S:26][C:2]=1[CH2:17][CH2:16]2. The catalyst class is: 6. Reactant: Br[CH:2]1[CH2:17][CH2:16][C:5]2=[C:6]([C:11]([O:13][CH2:14][CH3:15])=[O:12])[S:7][C:8]([S:9][CH3:10])=[C:4]2[C:3]1=O.[C:19]([NH2:27])(=[S:26])[C:20]1[CH:25]=[CH:24][CH:23]=[CH:22][CH:21]=1.C(O)C. (6) Reactant: O.NN.[CH2:4]([O:7][C@H:8]1[CH2:13][CH2:12][C@H:11]([N:14]2C(=O)C3C(=CC=CC=3)C2=O)[CH2:10][CH2:9]1)[CH2:5][CH3:6]. Product: [CH2:4]([O:7][C@H:8]1[CH2:13][CH2:12][C@H:11]([NH2:14])[CH2:10][CH2:9]1)[CH2:5][CH3:6]. The catalyst class is: 14. (7) Reactant: N[C:2]1[CH:3]=[C:4]([S:9]([OH:12])(=[O:11])=[O:10])[CH:5]=[CH:6][C:7]=1[Cl:8].Cl.N([O-])=O.[Na+].[CH3:18][S:19]SC. Product: [Cl:8][C:7]1[CH:6]=[CH:5][C:4]([S:9]([OH:12])(=[O:11])=[O:10])=[CH:3][C:2]=1[S:19][CH3:18]. The catalyst class is: 6.